Dataset: Reaction yield outcomes from USPTO patents with 853,638 reactions. Task: Predict the reaction yield, written as a fraction of the theoretical maximum amount of product (1.0 means a 100% yield; for example, 0.34 means a 34% yield). (1) The reactants are C(OC([N:8]1[CH2:13][CH2:12][C@H:11]([C:14]2[CH:19]=[CH:18][C:17]([O:20][CH2:21][CH2:22][O:23][C:24]3[C:29]([Cl:30])=[CH:28][C:27]([CH3:31])=[CH:26][C:25]=3[Cl:32])=[CH:16][CH:15]=2)[C@@H:10]([C:33](=[O:50])[N:34]([CH2:38][C:39]2[CH:44]=[C:43]([CH2:45][CH2:46][O:47][CH3:48])[CH:42]=[CH:41][C:40]=2[Cl:49])[CH:35]2[CH2:37][CH2:36]2)[CH2:9]1)=O)(C)(C)C.Cl.[OH-].[Na+]. The catalyst is C(Cl)Cl. The product is [Cl:49][C:40]1[CH:41]=[CH:42][C:43]([CH2:45][CH2:46][O:47][CH3:48])=[CH:44][C:39]=1[CH2:38][N:34]([CH:35]1[CH2:37][CH2:36]1)[C:33]([C@@H:10]1[C@@H:11]([C:14]2[CH:19]=[CH:18][C:17]([O:20][CH2:21][CH2:22][O:23][C:24]3[C:25]([Cl:32])=[CH:26][C:27]([CH3:31])=[CH:28][C:29]=3[Cl:30])=[CH:16][CH:15]=2)[CH2:12][CH2:13][NH:8][CH2:9]1)=[O:50]. The yield is 0.500. (2) The reactants are [NH2:1][C:2]1[NH:3][C:4](=O)[C:5]2[C:10]([CH:11]([CH3:13])[CH3:12])=[CH:9][NH:8][C:6]=2[N:7]=1.C(OC(=O)C)(=O)C.C1(N(C)C)C=CC=CC=1.O=P(Cl)(Cl)[Cl:33].Cl. The catalyst is CC#N. The product is [Cl:33][C:4]1[C:5]2[C:10]([CH:11]([CH3:13])[CH3:12])=[CH:9][NH:8][C:6]=2[N:7]=[C:2]([NH2:1])[N:3]=1. The yield is 0.450. (3) The reactants are [C:1]([O-])([O-])=O.[K+].[K+].[F:7][C:8]1[CH:16]=[CH:15][C:11]([C:12]([OH:14])=[O:13])=[CH:10][N:9]=1.CI. The catalyst is CN(C)C=O. The product is [CH3:1][O:13][C:12](=[O:14])[C:11]1[CH:15]=[CH:16][C:8]([F:7])=[N:9][CH:10]=1. The yield is 0.840. (4) The reactants are [NH2:1][C:2]1[CH:6]=[C:5]([C:7]2[CH:12]=[CH:11][CH:10]=[CH:9][CH:8]=2)[S:4][C:3]=1[C:13]([N:15]1[CH2:20][CH2:19][CH:18]([N:21]2[CH2:33][CH2:32][CH2:31][C:23]3([C:27](=[O:28])[O:26][C:25]([CH3:30])([CH3:29])[CH2:24]3)[CH2:22]2)[CH2:17][CH2:16]1)=[O:14].[CH2:34]([N:36]=[C:37]=[O:38])[CH3:35].C(OC(C)C)(C)C. No catalyst specified. The product is [CH3:29][C:25]1([CH3:30])[CH2:24][C:23]2([CH2:31][CH2:32][CH2:33][N:21]([CH:18]3[CH2:19][CH2:20][N:15]([C:13]([C:3]4[S:4][C:5]([C:7]5[CH:8]=[CH:9][CH:10]=[CH:11][CH:12]=5)=[CH:6][C:2]=4[NH:1][C:37]([NH:36][CH2:34][CH3:35])=[O:38])=[O:14])[CH2:16][CH2:17]3)[CH2:22]2)[C:27](=[O:28])[O:26]1. The yield is 0.700. (5) The reactants are [CH3:1][O:2][C:3]1[C:12]([NH:13][C:14](=[S:22])OC2C=CC=CC=2)=[N:11][C:10]2[C:5](=[CH:6][CH:7]=[CH:8][CH:9]=2)[N:4]=1.[CH3:23][S:24][C:25]1[CH:30]=[CH:29][CH:28]=[CH:27][C:26]=1[N:31]1[CH2:36][CH2:35][NH:34][CH2:33][CH2:32]1. No catalyst specified. The product is [CH3:1][O:2][C:3]1[C:12]([NH:13][C:14]([N:34]2[CH2:33][CH2:32][N:31]([C:26]3[CH:27]=[CH:28][CH:29]=[CH:30][C:25]=3[S:24][CH3:23])[CH2:36][CH2:35]2)=[S:22])=[N:11][C:10]2[C:5](=[CH:6][CH:7]=[CH:8][CH:9]=2)[N:4]=1. The yield is 0.645.